Task: Predict the reactants needed to synthesize the given product.. Dataset: Full USPTO retrosynthesis dataset with 1.9M reactions from patents (1976-2016) (1) Given the product [CH2:17]([O:23][C:6]1[CH:7]=[C:2]2[C:3]([C:8](=[O:10])[CH2:9][C:11]3([O:1]2)[CH2:15][CH2:14][CH2:13][CH2:12]3)=[CH:4][CH:5]=1)[CH3:18], predict the reactants needed to synthesize it. The reactants are: [OH:1][C:2]1[CH:7]=[CH:6][CH:5]=[CH:4][C:3]=1[C:8](=[O:10])[CH3:9].[C:11]1(=O)[CH2:15][CH2:14][CH2:13][CH2:12]1.[C:17]1(=[O:23])CCCC[CH2:18]1. (2) Given the product [CH:35]([C:24]1[CH:23]=[CH:22][C:21]([O:26][CH3:27])=[C:20]([C:2]2[C:3]([C:4]#[N:5])=[CH:6][C:7]([C:10]([F:13])([F:12])[F:11])=[CH:8][CH:9]=2)[CH:25]=1)([CH3:37])[CH3:36], predict the reactants needed to synthesize it. The reactants are: Cl[C:2]1[CH:9]=[CH:8][C:7]([C:10]([F:13])([F:12])[F:11])=[CH:6][C:3]=1[C:4]#[N:5].C(OB([C:20]1[CH:25]=[CH:24][CH:23]=[CH:22][C:21]=1[O:26][CH3:27])O)(C)C.[F-].[K+].F[B-](F)(F)F.[C:35](P(C(C)(C)C)C(C)(C)C)(C)([CH3:37])[CH3:36]. (3) Given the product [F:18][C:15]([C:13]1[CH:12]=[C:11]([NH:19][C:27](=[O:28])[O:29][C:30]2[CH:35]=[CH:34][CH:33]=[CH:32][CH:31]=2)[CH:10]=[CH:9][CH:14]=1)([F:17])[CH3:21], predict the reactants needed to synthesize it. The reactants are: CN1CCC(N[C:9]2[CH:14]=[C:13]([C:15]([F:18])([F:17])F)[CH:12]=[C:11]([NH2:19])[CH:10]=2)CC1.N1C=CC=C[CH:21]=1.Cl[C:27]([O:29][C:30]1[CH:35]=[CH:34][CH:33]=[CH:32][CH:31]=1)=[O:28].Cl. (4) Given the product [CH3:1][O:2][C:3]1[C:4]2[CH:11]=[CH:10][N:9]([S:18]([C:15]3[CH:16]=[CH:17][C:12]([CH3:22])=[CH:13][CH:14]=3)(=[O:20])=[O:19])[C:5]=2[N:6]=[CH:7][N:8]=1, predict the reactants needed to synthesize it. The reactants are: [CH3:1][O:2][C:3]1[C:4]2[CH:11]=[CH:10][NH:9][C:5]=2[N:6]=[CH:7][N:8]=1.[C:12]1([CH3:22])[CH:17]=[CH:16][C:15]([S:18](Cl)(=[O:20])=[O:19])=[CH:14][CH:13]=1.[OH-].[Na+].